Task: Predict the reactants needed to synthesize the given product.. Dataset: Full USPTO retrosynthesis dataset with 1.9M reactions from patents (1976-2016) (1) Given the product [Cl:1][C:2]1[CH:7]=[CH:6][C:5]([C:8]2[C:14]3[CH:15]=[C:16]([O:19][CH3:20])[CH:17]=[CH:18][C:13]=3[N:12]3[C:21]([CH3:24])=[N:22][N:23]=[C:11]3[C@H:10]([CH2:25][C:26]([NH:31][CH2:30][CH3:29])=[O:27])[N:9]=2)=[CH:4][CH:3]=1, predict the reactants needed to synthesize it. The reactants are: [Cl:1][C:2]1[CH:7]=[CH:6][C:5]([C:8]2[C:14]3[CH:15]=[C:16]([O:19][CH3:20])[CH:17]=[CH:18][C:13]=3[N:12]3[C:21]([CH3:24])=[N:22][N:23]=[C:11]3[C@H:10]([CH2:25][C:26](O)=[O:27])[N:9]=2)=[CH:4][CH:3]=1.[CH3:29][CH2:30][N:31](C(C)C)C(C)C.CN(C(ON1N=NC2C=CC=NC1=2)=[N+](C)C)C.F[P-](F)(F)(F)(F)F.C(N)C. (2) Given the product [Cl:1][C:2]1[CH:3]=[C:4]([N:10]2[CH:18]([CH:19]3[CH2:20][CH2:21][CH2:22][CH2:23]3)[CH:17]3[C:12]([C:13]4[CH:27]=[CH:26][C:25]([C:28]([O:30][CH2:3][CH2:2][CH2:7][CH3:6])=[O:29])=[CH:24][C:14]=4[CH2:15][CH2:16]3)=[N:11]2)[CH:5]=[CH:6][C:7]=1[C:8]#[N:9], predict the reactants needed to synthesize it. The reactants are: [Cl:1][C:2]1[CH:3]=[C:4]([N:10]2[CH:18]([CH:19]3[CH2:23][CH2:22][CH2:21][CH2:20]3)[CH:17]3[C:12]([C:13]4[CH:27]=[CH:26][C:25]([C:28]([OH:30])=[O:29])=[CH:24][C:14]=4[CH2:15][CH2:16]3)=[N:11]2)[CH:5]=[CH:6][C:7]=1[C:8]#[N:9].